This data is from Catalyst prediction with 721,799 reactions and 888 catalyst types from USPTO. The task is: Predict which catalyst facilitates the given reaction. (1) Reactant: [Cl:1][C:2]1[C:3]2[CH:10]=[C:9](I)[N:8]([CH2:12][O:13][CH2:14][CH2:15][Si:16]([CH3:19])([CH3:18])[CH3:17])[C:4]=2[N:5]=[CH:6][N:7]=1.CC1(C)C(C)(C)OB([C:28]2[CH:39]=[CH:38][C:31]([CH2:32][N:33]3[CH:37]=[CH:36][N:35]=[CH:34]3)=[CH:30][CH:29]=2)O1.C([O-])([O-])=O.[Na+].[Na+].O1CCC(OC2C=CC(B3OC(C)(C)C(C)(C)O3)=CC=2C#N)CC1. Product: [N:33]1([CH2:32][C:31]2[CH:30]=[CH:29][C:28]([C:9]3[N:8]([CH2:12][O:13][CH2:14][CH2:15][Si:16]([CH3:19])([CH3:18])[CH3:17])[C:4]4[N:5]=[CH:6][N:7]=[C:2]([Cl:1])[C:3]=4[CH:10]=3)=[CH:39][CH:38]=2)[CH:37]=[CH:36][N:35]=[CH:34]1. The catalyst class is: 104. (2) Reactant: [ClH:1].[NH2:2][OH:3].C(N(CC)CC)C.[C:11]([C:13]1[CH:18]=[CH:17][C:16]([NH:19][C:20]([C:22]2[CH:23]=[CH:24][C:25]3[O:30][CH2:29][CH2:28][N:27]([S:31]([C:34]4[CH:39]=[C:38](Cl)[CH:37]=[CH:36][C:35]=4[O:41][CH3:42])(=[O:33])=[O:32])[C:26]=3[CH:43]=2)=[O:21])=[CH:15][CH:14]=1)#[N:12]. Product: [OH:3][NH:2][C:11]([C:13]1[CH:14]=[CH:15][C:16]([NH:19][C:20]([C:22]2[CH:23]=[CH:24][C:25]3[O:30][CH2:29][CH2:28][N:27]([S:31]([C:34]4[CH:39]=[C:38]([Cl:1])[CH:37]=[CH:36][C:35]=4[O:41][CH3:42])(=[O:32])=[O:33])[C:26]=3[CH:43]=2)=[O:21])=[CH:17][CH:18]=1)=[NH:12]. The catalyst class is: 58. (3) Reactant: [Cl:1][C:2]1[N:3]=[C:4]2[CH:12]=[C:11]([Cl:13])[CH:10]=[N:9][C:5]2=[N:6][C:7]=1Cl.[NH:14]1[CH2:18][CH2:17][C@@H:16]([NH:19][C:20](=[O:26])[O:21][C:22]([CH3:25])([CH3:24])[CH3:23])[CH2:15]1.[NH4+].[Cl-]. Product: [Cl:1][C:2]1[N:3]=[C:4]2[CH:12]=[C:11]([Cl:13])[CH:10]=[N:9][C:5]2=[N:6][C:7]=1[N:14]1[CH2:18][CH2:17][C@@H:16]([NH:19][C:20](=[O:26])[O:21][C:22]([CH3:24])([CH3:23])[CH3:25])[CH2:15]1. The catalyst class is: 2. (4) Reactant: [Br:1][C:2]1[CH:7]=[CH:6][N:5]=[C:4]([CH2:8][C:9]([C:11]2[CH:16]=[CH:15][C:14]([O:17][CH3:18])=[CH:13][CH:12]=2)=O)[CH:3]=1.C(N(CC)C(C)C)(C)C.Cl.[NH2:29][OH:30]. Product: [Br:1][C:2]1[CH:7]=[CH:6][N:5]=[C:4]([CH2:8]/[C:9](/[C:11]2[CH:16]=[CH:15][C:14]([O:17][CH3:18])=[CH:13][CH:12]=2)=[N:29]/[OH:30])[CH:3]=1. The catalyst class is: 5. (5) Reactant: [Li][CH:2]([CH2:4][CH3:5])[CH3:3].C1CCCCC1.[Cl:12][C:13]1C(Cl)=CC=C[C:14]=1[CH2:15][N:16]1[CH2:20][CH2:19][CH2:18][CH2:17]1.[CH3:26][N:27]([CH2:29]CN(C)C)C.[O:34]=[C:35]1[CH2:38][CH:37]([C:39]([OH:41])=O)[CH2:36]1.[ClH:42].CNC.F[P-](F)(F)(F)(F)F.N1(O[P+](N(C)C)(N(C)C)N(C)C)C2C=CC=CC=2N=N1. Product: [Cl:42][C:3]1[C:13]([Cl:12])=[C:14]([CH2:15][N:16]2[CH2:17][CH2:18][CH2:19][CH2:20]2)[CH:5]=[CH:4][C:2]=1[C:35]1([OH:34])[CH2:38][CH:37]([C:39]([N:27]([CH3:29])[CH3:26])=[O:41])[CH2:36]1. The catalyst class is: 1. (6) Reactant: [N+:1]([C:4]1[CH:27]=[CH:26][C:25]([N:28]2[CH2:33][CH2:32][CH2:31][CH2:30][CH2:29]2)=[CH:24][C:5]=1[C:6]([NH:8][C:9]1[NH:10][N:11]=[C:12]([C:14]2[CH:19]=[CH:18][CH:17]=[C:16]([C:20]([F:23])([F:22])[F:21])[CH:15]=2)[N:13]=1)=[O:7])([O-])=O. Product: [NH2:1][C:4]1[CH:27]=[CH:26][C:25]([N:28]2[CH2:33][CH2:32][CH2:31][CH2:30][CH2:29]2)=[CH:24][C:5]=1[C:6]([NH:8][C:9]1[NH:10][N:11]=[C:12]([C:14]2[CH:19]=[CH:18][CH:17]=[C:16]([C:20]([F:23])([F:21])[F:22])[CH:15]=2)[N:13]=1)=[O:7]. The catalyst class is: 19. (7) Reactant: [F:1][CH:2]([F:39])[O:3][C:4]1[CH:5]=[N:6][C:7]2[N:8]([N:10]=[CH:11][C:12]=2[C:13]2[CH:14]=[C:15]([C:20]([NH:22][C@H:23]3[C:28]([F:30])([F:29])[CH2:27][CH2:26][CH2:25][C@H:24]3[NH:31]C(=O)OC(C)(C)C)=[O:21])[S:16][C:17]=2[CH2:18][CH3:19])[CH:9]=1.FC(F)(F)C(O)=O.[OH-].[Na+]. Product: [NH2:31][C@H:24]1[C@@H:23]([NH:22][C:20]([C:15]2[S:16][C:17]([CH2:18][CH3:19])=[C:13]([C:12]3[CH:11]=[N:10][N:8]4[CH:9]=[C:4]([O:3][CH:2]([F:1])[F:39])[CH:5]=[N:6][C:7]=34)[CH:14]=2)=[O:21])[C:28]([F:29])([F:30])[CH2:27][CH2:26][CH2:25]1. The catalyst class is: 4.